Predict the product of the given reaction. From a dataset of Forward reaction prediction with 1.9M reactions from USPTO patents (1976-2016). Given the reactants [CH2:1]([C:3]1[CH:8]=[CH:7][C:6]([C:9]2[CH:14]=[C:13]([C:15](F)([F:17])[F:16])[N:12]3[N:19]=[CH:20][C:21]([C:22]([O:24][CH2:25][CH3:26])=[O:23])=[C:11]3[N:10]=2)=[CH:5][CH:4]=1)[CH3:2].NC1C(C(OCC)=O)=CNN=1.C(C1C=CC(C(=O)CC(=O)C(F)F)=CC=1)C, predict the reaction product. The product is: [F:17][CH:15]([F:16])[C:13]1[N:12]2[N:19]=[CH:20][C:21]([C:22]([O:24][CH2:25][CH3:26])=[O:23])=[C:11]2[N:10]=[C:9]([C:6]2[CH:5]=[CH:4][C:3]([CH2:1][CH3:2])=[CH:8][CH:7]=2)[CH:14]=1.